Dataset: Forward reaction prediction with 1.9M reactions from USPTO patents (1976-2016). Task: Predict the product of the given reaction. (1) The product is: [F:1][C:2]1[CH:3]=[C:4]([N+:9]([O-:11])=[O:10])[CH:5]=[CH:6][C:7]=1[N:22]([CH2:23][CH:24]([CH3:26])[CH3:25])[CH2:18][CH:19]([CH3:21])[CH3:20]. Given the reactants [F:1][C:2]1[CH:3]=[C:4]([N+:9]([O-:11])=[O:10])[CH:5]=[CH:6][C:7]=1F.C([O-])([O-])=O.[K+].[K+].[CH2:18]([NH:22][CH2:23][CH:24]([CH3:26])[CH3:25])[CH:19]([CH3:21])[CH3:20], predict the reaction product. (2) Given the reactants [C:1]([O:5][C:6]([NH:8][C:9]([N:18]1[CH2:27][CH2:26][C:25]2[C:20](=[CH:21][C:22]([O:28][CH2:29][CH:30]3[CH2:35][CH2:34][N:33]([C:36]4[CH:41]=[CH:40][C:39]([NH2:42])=[CH:38][N:37]=4)[CH2:32][CH2:31]3)=[CH:23][CH:24]=2)[CH2:19]1)=[N:10][C:11]([O:13][C:14]([CH3:17])([CH3:16])[CH3:15])=[O:12])=[O:7])([CH3:4])([CH3:3])[CH3:2].[C:43](OC(=O)C)(=[O:45])[CH3:44].N1C=CC=CC=1, predict the reaction product. The product is: [C:14]([O:13][C:11]([NH:10][C:9]([N:18]1[CH2:27][CH2:26][C:25]2[C:20](=[CH:21][C:22]([O:28][CH2:29][CH:30]3[CH2:31][CH2:32][N:33]([C:36]4[CH:41]=[CH:40][C:39]([NH:42][C:43](=[O:45])[CH3:44])=[CH:38][N:37]=4)[CH2:34][CH2:35]3)=[CH:23][CH:24]=2)[CH2:19]1)=[N:8][C:6]([O:5][C:1]([CH3:2])([CH3:3])[CH3:4])=[O:7])=[O:12])([CH3:16])([CH3:17])[CH3:15]. (3) Given the reactants [O:1]=[C:2]1[NH:7][C:6]2[CH:8]=[CH:9][C:10]([NH:12][C:13](=[O:17])[C:14]([OH:16])=O)=[CH:11][C:5]=2[O:4][CH2:3]1.[CH3:18][C:19]1[CH:31]=[CH:30][C:22]([CH2:23][CH:24]2[CH2:29][CH2:28][NH:27][CH2:26][CH2:25]2)=[CH:21][CH:20]=1, predict the reaction product. The product is: [CH3:18][C:19]1[CH:20]=[CH:21][C:22]([CH2:23][CH:24]2[CH2:29][CH2:28][N:27]([C:14](=[O:16])[C:13]([NH:12][C:10]3[CH:9]=[CH:8][C:6]4[NH:7][C:2](=[O:1])[CH2:3][O:4][C:5]=4[CH:11]=3)=[O:17])[CH2:26][CH2:25]2)=[CH:30][CH:31]=1. (4) Given the reactants [C:1]([C:3]1[CH:8]=[CH:7][C:6]([C:9]2[N:10]=[C:11]3[CH:16]=[CH:15][CH:14]=[C:13]([C:17]([O:19][CH3:20])=[O:18])[N:12]3[C:21]=2/[CH:22]=[CH:23]/[O:24]CC)=[CH:5][CH:4]=1)#[N:2], predict the reaction product. The product is: [C:1]([C:3]1[CH:8]=[CH:7][C:6]([C:9]2[N:10]=[C:11]3[CH:16]=[CH:15][CH:14]=[C:13]([C:17]([O:19][CH3:20])=[O:18])[N:12]3[C:21]=2[CH2:22][CH:23]=[O:24])=[CH:5][CH:4]=1)#[N:2].